Dataset: Peptide-MHC class II binding affinity with 134,281 pairs from IEDB. Task: Regression. Given a peptide amino acid sequence and an MHC pseudo amino acid sequence, predict their binding affinity value. This is MHC class II binding data. (1) The peptide sequence is KFPKFNRVFEIEFDI. The MHC is DRB5_0101 with pseudo-sequence DRB5_0101. The binding affinity (normalized) is 0.240. (2) The peptide sequence is FWAVRGGGGESFGIV. The MHC is HLA-DQA10104-DQB10503 with pseudo-sequence HLA-DQA10104-DQB10503. The binding affinity (normalized) is 0. (3) The peptide sequence is EKKYFAACQFEPLAA. The MHC is DRB1_1001 with pseudo-sequence DRB1_1001. The binding affinity (normalized) is 0.638. (4) The peptide sequence is LALVGFLGGLITGTS. The MHC is HLA-DQA10501-DQB10201 with pseudo-sequence HLA-DQA10501-DQB10201. The binding affinity (normalized) is 0.307. (5) The peptide sequence is NVYQRGTHPFSRIRD. The MHC is HLA-DQA10601-DQB10402 with pseudo-sequence HLA-DQA10601-DQB10402. The binding affinity (normalized) is 0. (6) The peptide sequence is SAVIGTLAAAMFGAV. The MHC is DRB3_0101 with pseudo-sequence DRB3_0101. The binding affinity (normalized) is 0.421.